This data is from Full USPTO retrosynthesis dataset with 1.9M reactions from patents (1976-2016). The task is: Predict the reactants needed to synthesize the given product. Given the product [F:46][C:47]1[CH:48]=[C:49]([CH:93]=[C:94]([F:96])[CH:95]=1)[CH2:50][N:51]1[C:55]([CH3:56])=[C:54]([C:57]2[C:65]3[C:60](=[N:61][CH:62]=[C:63]([C:66]4[CH:67]=[C:68]([O:80][CH3:81])[C:69]([NH:72][C:73](=[O:79])[O:74][C:75]([CH3:78])([CH3:77])[CH3:76])=[N:70][CH:71]=4)[CH:64]=3)[NH:59][CH:58]=2)[C:53]([CH3:92])=[N:52]1, predict the reactants needed to synthesize it. The reactants are: Cl.FC1C=C(C=CC=1)CN1C=C(C2C3C(=NC=C(C4C=CC(C5CCNCC5)=CC=4)C=3)N(S(C3C=CC(C)=CC=3)(=O)=O)C=2)C=N1.[F:46][C:47]1[CH:48]=[C:49]([CH:93]=[C:94]([F:96])[CH:95]=1)[CH2:50][N:51]1[C:55]([CH3:56])=[C:54]([C:57]2[C:65]3[C:60](=[N:61][CH:62]=[C:63]([C:66]4[CH:67]=[C:68]([O:80][CH3:81])[C:69]([NH:72][C:73](=[O:79])[O:74][C:75]([CH3:78])([CH3:77])[CH3:76])=[N:70][CH:71]=4)[CH:64]=3)[N:59](S(C3C=CC(C)=CC=3)(=O)=O)[CH:58]=2)[C:53]([CH3:92])=[N:52]1.[OH-].[Li+].